Regression. Given two drug SMILES strings and cell line genomic features, predict the synergy score measuring deviation from expected non-interaction effect. From a dataset of NCI-60 drug combinations with 297,098 pairs across 59 cell lines. Drug 1: C1=CC(=C2C(=C1NCCNCCO)C(=O)C3=C(C=CC(=C3C2=O)O)O)NCCNCCO. Drug 2: C1=NNC2=C1C(=O)NC=N2. Cell line: OVCAR-4. Synergy scores: CSS=30.7, Synergy_ZIP=2.84, Synergy_Bliss=4.97, Synergy_Loewe=3.92, Synergy_HSA=7.47.